The task is: Predict the product of the given reaction.. This data is from Forward reaction prediction with 1.9M reactions from USPTO patents (1976-2016). (1) Given the reactants S(=O)(=O)(O)O.[Cl:6][C:7]1[CH:15]=[C:14]([NH:16][S:17]([CH3:20])(=[O:19])=[O:18])[CH:13]=[CH:12][C:8]=1[C:9]([OH:11])=[O:10].[CH3:21]O, predict the reaction product. The product is: [Cl:6][C:7]1[CH:15]=[C:14]([NH:16][S:17]([CH3:20])(=[O:19])=[O:18])[CH:13]=[CH:12][C:8]=1[C:9]([O:11][CH3:21])=[O:10]. (2) Given the reactants [NH2:1][C:2]1[N:24]=[C:5]2[C:6]([C:14]3[CH:19]=[CH:18][CH:17]=[C:16]([C:20]([F:23])([F:22])[F:21])[CH:15]=3)=[C:7]([CH3:13])[C:8]([C:10](O)=O)=[CH:9][N:4]2[N:3]=1.C(OC([NH:32][C:33](=[NH:36])SC)=O)(C)(C)C.[CH2:37](N(CC)CC)[CH3:38].CN(C(O[N:52]1[N:60]=N[C:54]2[CH:55]=[CH:56][CH:57]=[N:58][C:53]1=2)=[N+](C)C)C.F[P-](F)(F)(F)(F)F.C([O-])(O)=O.[Na+], predict the reaction product. The product is: [NH2:36][C:33]1[N:32]=[C:10]([C:8]2[C:7]([CH3:13])=[C:6]([C:14]3[CH:19]=[CH:18][CH:17]=[C:16]([C:20]([F:22])([F:23])[F:21])[CH:15]=3)[C:5]3[N:4]([N:3]=[C:2]([NH2:1])[N:24]=3)[CH:9]=2)[N:52]([C:53]2[CH:54]=[CH:55][C:56]([C:57]#[N:58])=[CH:38][CH:37]=2)[N:60]=1. (3) Given the reactants [C:1]1([CH2:7][S:8]([NH2:11])(=[O:10])=[O:9])[CH:6]=[CH:5][CH:4]=[CH:3][CH:2]=1.CCN(C(C)C)C(C)C.Cl[S:22]([CH:25]1[CH2:30][CH2:29][N:28]([C:31]([O:33][CH2:34][C:35]2[CH:40]=[CH:39][CH:38]=[CH:37][CH:36]=2)=[O:32])[CH2:27][CH2:26]1)(=[O:24])=[O:23].[NH4+].[Cl-], predict the reaction product. The product is: [CH2:7]([S:8]([NH:11][S:22]([CH:25]1[CH2:26][CH2:27][N:28]([C:31]([O:33][CH2:34][C:35]2[CH:40]=[CH:39][CH:38]=[CH:37][CH:36]=2)=[O:32])[CH2:29][CH2:30]1)(=[O:23])=[O:24])(=[O:9])=[O:10])[C:1]1[CH:2]=[CH:3][CH:4]=[CH:5][CH:6]=1. (4) Given the reactants [F:1][C:2]([F:14])([F:13])[C:3]1[N:4]=[CH:5][NH:6][C:7]=1[C:8]([O:10][CH2:11][CH3:12])=[O:9].[Br:15]N1C(=O)CCC1=O, predict the reaction product. The product is: [Br:15][C:5]1[NH:6][C:7]([C:8]([O:10][CH2:11][CH3:12])=[O:9])=[C:3]([C:2]([F:1])([F:13])[F:14])[N:4]=1. (5) Given the reactants [F:1][C:2]([F:11])([F:10])[C:3]1[CH:4]=[C:5]([OH:9])[CH:6]=[CH:7][CH:8]=1.[N+:12]([O-])([OH:14])=[O:13].C(=O)([O-])O.[Na+], predict the reaction product. The product is: [N+:12]([C:6]1[CH:7]=[CH:8][C:3]([C:2]([F:10])([F:11])[F:1])=[CH:4][C:5]=1[OH:9])([O-:14])=[O:13]. (6) Given the reactants [H-].[Na+].[Br:3][C:4]1[CH:5]=[CH:6][C:7]([Cl:11])=[C:8]([CH:10]=1)[NH2:9].[CH3:12][O:13][C:14]1[CH:21]=[CH:20][C:17]([CH2:18]Cl)=[CH:16][CH:15]=1, predict the reaction product. The product is: [Br:3][C:4]1[CH:5]=[CH:6][C:7]([Cl:11])=[C:8]([CH:10]=1)[N:9]([CH2:18][C:17]1[CH:20]=[CH:21][C:14]([O:13][CH3:12])=[CH:15][CH:16]=1)[CH2:18][C:17]1[CH:20]=[CH:21][C:14]([O:13][CH3:12])=[CH:15][CH:16]=1.